From a dataset of Forward reaction prediction with 1.9M reactions from USPTO patents (1976-2016). Predict the product of the given reaction. (1) Given the reactants [ClH:1].[NH2:2][CH2:3][C:4]([O:6][CH2:7][CH3:8])=[O:5].[I:9][C:10]1[CH:17]=[CH:16][C:13]([CH2:14]Br)=[CH:12][CH:11]=1.C([O-])([O-])=O.[K+].[K+].Cl, predict the reaction product. The product is: [ClH:1].[I:9][C:10]1[CH:17]=[CH:16][C:13]([CH2:14][NH:2][CH2:3][C:4]([O:6][CH2:7][CH3:8])=[O:5])=[CH:12][CH:11]=1. (2) Given the reactants CC1(C)C(C)(C)OB([C:9]2[CH:14]=[CH:13][C:12]([C:15]3[CH:20]=[CH:19][C:18]([C@H:21]([N:23]4[CH2:27][CH2:26][CH2:25][CH2:24]4)[CH3:22])=[CH:17][CH:16]=3)=[CH:11][CH:10]=2)O1.Br[C:30]1[N:35]=[CH:34][CH:33]=[CH:32][N:31]=1, predict the reaction product. The product is: [N:23]1([CH:21]([C:18]2[CH:19]=[CH:20][C:15]([C:12]3[CH:13]=[CH:14][C:9]([C:30]4[N:35]=[CH:34][CH:33]=[CH:32][N:31]=4)=[CH:10][CH:11]=3)=[CH:16][CH:17]=2)[CH3:22])[CH2:27][CH2:26][CH2:25][CH2:24]1. (3) Given the reactants [F:1][C:2]1[CH:7]=[C:6]([F:8])[CH:5]=[CH:4][C:3]=1[C:9]1[C:17]2[C:12](=[CH:13][C:14]([O:18][CH2:19][CH2:20][N:21]3[CH2:26][CH2:25][O:24][CH2:23][CH2:22]3)=[CH:15][CH:16]=2)[C:11](=[O:27])[C:10]=1C1C=CC(C)=CC=1.O1CCN(CCOC2C=C3C(C(C4C=CC=CC=4)=C(Br)C3=O)=CC=2)CC1.[N:61]1[C:70]2[C:65](=[CH:66][CH:67]=[CH:68][CH:69]=2)[CH:64]=[C:63](B(O)O)[CH:62]=1, predict the reaction product. The product is: [F:1][C:2]1[CH:7]=[C:6]([F:8])[CH:5]=[CH:4][C:3]=1[C:9]1[C:17]2[C:12](=[CH:13][C:14]([O:18][CH2:19][CH2:20][N:21]3[CH2:22][CH2:23][O:24][CH2:25][CH2:26]3)=[CH:15][CH:16]=2)[C:11](=[O:27])[C:10]=1[C:63]1[CH:62]=[N:61][C:70]2[C:65]([CH:64]=1)=[CH:66][CH:67]=[CH:68][CH:69]=2. (4) The product is: [F:22][CH:21]([F:23])[CH2:20][NH:13][C@H:11]([CH3:12])[CH2:10][C:3]1[C:4]2[C:9](=[CH:8][CH:7]=[CH:6][CH:5]=2)[NH:1][CH:2]=1. Given the reactants [NH:1]1[C:9]2[C:4](=[CH:5][CH:6]=[CH:7][CH:8]=2)[C:3]([CH2:10][C@H:11]([NH2:13])[CH3:12])=[CH:2]1.FC(F)(F)S(O[CH2:20][CH:21]([F:23])[F:22])(=O)=O.C(NC(C)C)(C)C, predict the reaction product. (5) The product is: [CH2:1]([O:3][C:4]([C:6]1[C:10]([Br:11])=[C:9]([C:12]2[CH:17]=[CH:16][C:15]([F:18])=[CH:14][CH:13]=2)[N:8]([C:19]2[CH:24]=[CH:23][C:22]([O:29][CH3:27])=[CH:21][CH:20]=2)[C:7]=1[CH2:25][Br:26])=[O:5])[CH3:2]. Given the reactants [CH2:1]([O:3][C:4]([C:6]1[C:10]([Br:11])=[C:9]([C:12]2[CH:17]=[CH:16][C:15]([F:18])=[CH:14][CH:13]=2)[N:8]([C:19]2[CH:24]=[CH:23][CH:22]=[CH:21][CH:20]=2)[C:7]=1[CH2:25][Br:26])=[O:5])[CH3:2].[CH2:27]([O:29]C(C1C=C(C2C=CC(F)=CC=2)N(C2C=CC(OC)=CC=2)C=1C)=O)C, predict the reaction product.